This data is from Reaction yield outcomes from USPTO patents with 853,638 reactions. The task is: Predict the reaction yield, written as a fraction of the theoretical maximum amount of product (1.0 means a 100% yield; for example, 0.34 means a 34% yield). The reactants are [Cl:1][C:2]1[CH:7]=[N:6][CH:5]=[C:4]([Cl:8])[N:3]=1.[Li+].[Cl-].I[C:12]1[CH:22]=[CH:21][C:15]([C:16]([O:18][CH2:19][CH3:20])=[O:17])=[CH:14][CH:13]=1.[NH4+].[Cl-]. The catalyst is C1COCC1.C1C=CC(/C=C/C(/C=C/C2C=CC=CC=2)=O)=CC=1.C1C=CC(/C=C/C(/C=C/C2C=CC=CC=2)=O)=CC=1.[Pd]. The product is [Cl:1][C:2]1[C:7]([C:12]2[CH:22]=[CH:21][C:15]([C:16]([O:18][CH2:19][CH3:20])=[O:17])=[CH:14][CH:13]=2)=[N:6][CH:5]=[C:4]([Cl:8])[N:3]=1. The yield is 0.870.